From a dataset of Catalyst prediction with 721,799 reactions and 888 catalyst types from USPTO. Predict which catalyst facilitates the given reaction. (1) Reactant: [NH2:1][C:2]1[N:7]2[N:8]=[C:9]([CH3:11])[CH:10]=[C:6]2[N:5]=[CH:4][C:3]=1[C:12]([O:14]C)=O.O.[NH2:17][NH2:18]. Product: [NH2:1][C:2]1[N:7]2[N:8]=[C:9]([CH3:11])[CH:10]=[C:6]2[N:5]=[CH:4][C:3]=1[C:12]([NH:17][NH2:18])=[O:14]. The catalyst class is: 14. (2) Reactant: [CH2:1]([N:8]1[C:12]2=[N:13][C:14]([CH3:18])=[C:15](Br)[N:16]=[C:11]2[C:10]([CH3:19])=[N:9]1)[C:2]1[CH:7]=[CH:6][CH:5]=[CH:4][CH:3]=1.[CH:20]([C:23]1[N:28]=[C:27]([O:29][CH3:30])[C:26](B(O)O)=[CH:25][CH:24]=1)([CH3:22])[CH3:21]. Product: [CH2:1]([N:8]1[C:12]2=[N:13][C:14]([CH3:18])=[C:15]([C:26]3[C:27]([O:29][CH3:30])=[N:28][C:23]([CH:20]([CH3:22])[CH3:21])=[CH:24][CH:25]=3)[N:16]=[C:11]2[C:10]([CH3:19])=[N:9]1)[C:2]1[CH:7]=[CH:6][CH:5]=[CH:4][CH:3]=1. The catalyst class is: 11. (3) Reactant: [CH2:1](O)[CH2:2][CH2:3][CH2:4][CH2:5][CH2:6][CH2:7][CH2:8][CH2:9][CH2:10][CH2:11][CH2:12][CH2:13][CH2:14][CH2:15][CH2:16][CH2:17]C.[H][H]. Product: [CH3:17][CH2:16][CH2:15][CH2:14][CH2:13][CH2:12][CH2:11][CH2:10][CH2:9][CH2:8][CH2:7][CH2:6][CH2:5][CH2:4][CH2:3][CH2:2][CH3:1]. The catalyst class is: 181. (4) The catalyst class is: 112. Reactant: [C:1]([O:5][C:6]([N:8]1[CH2:13][CH2:12][C:11]([C:22]2[NH:26][C:25]3[CH:27]=[CH:28][CH:29]=[CH:30][C:24]=3[N:23]=2)([NH:14][C:15]([O:17][C:18]([CH3:21])([CH3:20])[CH3:19])=[O:16])[CH2:10][CH2:9]1)=[O:7])([CH3:4])([CH3:3])[CH3:2].C(N(CC)CC)C.[C:38](O[C:38]([O:40][C:41]([CH3:44])([CH3:43])[CH3:42])=[O:39])([O:40][C:41]([CH3:44])([CH3:43])[CH3:42])=[O:39]. Product: [C:41]([O:40][C:38]([N:26]1[C:25]2[CH:27]=[CH:28][CH:29]=[CH:30][C:24]=2[N:23]=[C:22]1[C:11]1([NH:14][C:15]([O:17][C:18]([CH3:21])([CH3:20])[CH3:19])=[O:16])[CH2:10][CH2:9][N:8]([C:6]([O:5][C:1]([CH3:2])([CH3:3])[CH3:4])=[O:7])[CH2:13][CH2:12]1)=[O:39])([CH3:44])([CH3:43])[CH3:42]. (5) Reactant: [F:1][C:2]1[C:10]([F:11])=[CH:9][CH:8]=[CH:7][C:3]=1[C:4]([OH:6])=[O:5].[I:12]NC(=O)CCC(N)=O. Product: [F:1][C:2]1[C:10]([F:11])=[CH:9][C:8]([I:12])=[CH:7][C:3]=1[C:4]([OH:6])=[O:5]. The catalyst class is: 65.